This data is from Reaction yield outcomes from USPTO patents with 853,638 reactions. The task is: Predict the reaction yield, written as a fraction of the theoretical maximum amount of product (1.0 means a 100% yield; for example, 0.34 means a 34% yield). The reactants are [Cl:1][C:2]1[N:7]=[CH:6][C:5]([OH:8])=[CH:4][N:3]=1.C(N(CC)CC)C.Cl[Si:17]([CH:24]([CH3:26])[CH3:25])([CH:21]([CH3:23])[CH3:22])[CH:18]([CH3:20])[CH3:19]. The catalyst is O1CCCC1.O. The product is [Cl:1][C:2]1[N:7]=[CH:6][C:5]([O:8][Si:17]([CH:24]([CH3:26])[CH3:25])([CH:21]([CH3:23])[CH3:22])[CH:18]([CH3:20])[CH3:19])=[CH:4][N:3]=1. The yield is 0.860.